This data is from Forward reaction prediction with 1.9M reactions from USPTO patents (1976-2016). The task is: Predict the product of the given reaction. (1) Given the reactants C(N(CC)C(C)C)(C)C.O([C:17]([NH:19][C:20]1[CH:25]=[C:24]([O:26][C:27]2[C:32]([F:33])=[CH:31][C:30]([NH:34][C:35]([C:37]3([C:40]([O:42][CH2:43][C:44]4[CH:49]=[CH:48][CH:47]=[CH:46][CH:45]=4)=[O:41])[CH2:39][CH2:38]3)=[O:36])=[C:29]([F:50])[CH:28]=2)[CH:23]=[CH:22][N:21]=1)=[O:18])C1C=CC=CC=1.Cl.[OH:52][C@@H:53]1[CH2:57][CH2:56][NH:55][CH2:54]1.C(=O)([O-])O.[Na+], predict the reaction product. The product is: [F:50][C:29]1[CH:28]=[C:27]([O:26][C:24]2[CH:23]=[CH:22][N:21]=[C:20]([NH:19][C:17]([N:55]3[CH2:56][CH2:57][C@@H:53]([OH:52])[CH2:54]3)=[O:18])[CH:25]=2)[C:32]([F:33])=[CH:31][C:30]=1[NH:34][C:35]([C:37]1([C:40]([O:42][CH2:43][C:44]2[CH:45]=[CH:46][CH:47]=[CH:48][CH:49]=2)=[O:41])[CH2:38][CH2:39]1)=[O:36]. (2) Given the reactants [Br:1][C:2]1[C:3]([O:9][CH3:10])=[CH:4][C:5]([OH:8])=[N:6][CH:7]=1.[F:11][C:12]([F:17])(Cl)C([O-])=O.[Na+].C([O-])([O-])=O.[Cs+].[Cs+], predict the reaction product. The product is: [Br:1][C:2]1[C:3]([O:9][CH3:10])=[CH:4][C:5]([O:8][CH:12]([F:17])[F:11])=[N:6][CH:7]=1. (3) Given the reactants [NH:1]1[C:5]([C:6]2[CH:7]=[C:8]([NH:12][C:13]([CH:15]3[CH:19]([C:20]4[CH:25]=[CH:24][CH:23]=[C:22]([Cl:26])[C:21]=4[F:27])[C:18]([C:30]4[CH:35]=[CH:34][C:33]([Cl:36])=[CH:32][C:31]=4[F:37])([C:28]#[N:29])[CH:17]([CH2:38][C:39]([CH3:42])([CH3:41])[CH3:40])[NH:16]3)=[O:14])[CH:9]=[CH:10][CH:11]=2)=[N:4][N:3]=[N:2]1, predict the reaction product. The product is: [NH:4]1[C:5]([C:6]2[CH:7]=[C:8]([NH:12][C:13]([C@H:15]3[C@H:19]([C:20]4[CH:25]=[CH:24][CH:23]=[C:22]([Cl:26])[C:21]=4[F:27])[C@:18]([C:30]4[CH:35]=[CH:34][C:33]([Cl:36])=[CH:32][C:31]=4[F:37])([C:28]#[N:29])[C@H:17]([CH2:38][C:39]([CH3:42])([CH3:41])[CH3:40])[NH:16]3)=[O:14])[CH:9]=[CH:10][CH:11]=2)=[N:1][N:2]=[N:3]1. (4) Given the reactants [Cl:1][C:2]1[CH:3]=[C:4]([CH:7]=[C:8]([Cl:28])[C:9]=1[N:10]1[CH:27]=[C:13]2[C:14]([NH:18][C:19]3[CH:24]=[C:23]([CH3:25])[N:22]=[C:21](C)[N:20]=3)=[N:15][CH:16]=[CH:17][C:12]2=[N:11]1)[C:5]#[N:6].ClC1C=C(C=C(Cl)C=1[N:43]1[CH:44]=[C:45]2[C:40](Cl)=[N:43][CH:44]=[CH:45][C:40]2=N1)C#N.N1(CC2N=CN=C(N)C=2)CCC1, predict the reaction product. The product is: [N:43]1([CH2:25][C:23]2[N:22]=[CH:21][N:20]=[C:19]([NH:18][C:14]3[C:13]4=[CH:27][N:10]([C:9]5[C:8]([Cl:28])=[CH:7][C:4]([C:5]#[N:6])=[CH:3][C:2]=5[Cl:1])[N:11]=[C:12]4[CH:17]=[CH:16][N:15]=3)[CH:24]=2)[CH2:44][CH2:45][CH2:40]1. (5) Given the reactants [Br:1][C:2]1[CH:3]=[CH:4][C:5]([N:8]2[CH2:12][CH2:11][C@@H:10]([OH:13])[CH2:9]2)=[N:6][CH:7]=1.CCN(CC)CC.[CH3:21][S:22](Cl)(=[O:24])=[O:23], predict the reaction product. The product is: [Br:1][C:2]1[CH:3]=[CH:4][C:5]([N:8]2[CH2:12][CH2:11][C@@H:10]([O:13][S:22]([CH3:21])(=[O:24])=[O:23])[CH2:9]2)=[N:6][CH:7]=1. (6) Given the reactants Cl[C:2]1[C:11]([CH3:12])=[C:10]([Cl:13])[C:9]2[C:4](=[CH:5][C:6]([F:15])=[CH:7][C:8]=2[F:14])[N:3]=1.[CH3:16][C:17]1[CH:18]=[CH:19][C:20]([Sn](CCCC)(CCCC)CCCC)=[N:21][CH:22]=1, predict the reaction product. The product is: [Cl:13][C:10]1[C:9]2[C:4](=[CH:5][C:6]([F:15])=[CH:7][C:8]=2[F:14])[N:3]=[C:2]([C:20]2[CH:19]=[CH:18][C:17]([CH3:16])=[CH:22][N:21]=2)[C:11]=1[CH3:12]. (7) Given the reactants [OH:1][C:2]1[CH:3]=[C:4]([CH:8]=[C:9]([O:11][CH2:12][C:13]2[CH:18]=[CH:17][CH:16]=[CH:15][CH:14]=2)[CH:10]=1)[C:5]([OH:7])=[O:6].[C:19](OC(=O)C)(=[O:21])[CH3:20].N1C=CC=CC=1, predict the reaction product. The product is: [C:19]([O:1][C:2]1[CH:3]=[C:4]([CH:8]=[C:9]([O:11][CH2:12][C:13]2[CH:18]=[CH:17][CH:16]=[CH:15][CH:14]=2)[CH:10]=1)[C:5]([OH:7])=[O:6])(=[O:21])[CH3:20]. (8) The product is: [F:8][CH:9]([F:19])[O:10][C:11]1[CH:16]=[CH:15][C:14]([C:17]#[C:18][C:2]2[CH:3]=[N:4][CH:5]=[CH:6][CH:7]=2)=[CH:13][CH:12]=1. Given the reactants I[C:2]1[CH:3]=[N:4][CH:5]=[CH:6][CH:7]=1.[F:8][CH:9]([F:19])[O:10][C:11]1[CH:16]=[CH:15][C:14]([C:17]#[CH:18])=[CH:13][CH:12]=1, predict the reaction product.